This data is from Full USPTO retrosynthesis dataset with 1.9M reactions from patents (1976-2016). The task is: Predict the reactants needed to synthesize the given product. (1) Given the product [OH:28][NH:27][C:1]([C:3]1[CH:8]=[CH:7][C:6]([NH:9][C:10]([CH2:12][CH2:13][N:14]2[CH2:19][CH2:18][N:17]([CH2:20][C:21]([O:23][CH2:24][CH3:25])=[O:22])[CH2:16][CH2:15]2)=[O:11])=[CH:5][CH:4]=1)=[NH:2], predict the reactants needed to synthesize it. The reactants are: [C:1]([C:3]1[CH:8]=[CH:7][C:6]([NH:9][C:10]([CH2:12][CH2:13][N:14]2[CH2:19][CH2:18][N:17]([CH2:20][C:21]([O:23][CH2:24][CH3:25])=[O:22])[CH2:16][CH2:15]2)=[O:11])=[CH:5][CH:4]=1)#[N:2].Cl.[NH2:27][OH:28].C(N(CC)CC)C. (2) The reactants are: Cl.[CH2:2]([O:4][C:5](=[O:18])[C@H:6]([CH2:8][C:9]1[CH:14]=[CH:13][C:12]([N+:15]([O-:17])=[O:16])=[CH:11][CH:10]=1)[NH2:7])[CH3:3].C([O-])([O-])=O.[Na+].[Na+]. Given the product [CH2:2]([O:4][C:5](=[O:18])[C@H:6]([CH2:8][C:9]1[CH:14]=[CH:13][C:12]([N+:15]([O-:17])=[O:16])=[CH:11][CH:10]=1)[NH2:7])[CH3:3], predict the reactants needed to synthesize it. (3) Given the product [Cl:13][C:10]1[CH:11]=[CH:12][C:7]([B:27]([OH:32])[OH:28])=[C:8]([CH2:14][CH2:15][O:16][Si:17]([CH:24]([CH3:26])[CH3:25])([CH:21]([CH3:23])[CH3:22])[CH:18]([CH3:20])[CH3:19])[CH:9]=1, predict the reactants needed to synthesize it. The reactants are: [Li]CCCC.Br[C:7]1[CH:12]=[CH:11][C:10]([Cl:13])=[CH:9][C:8]=1[CH2:14][CH2:15][O:16][Si:17]([CH:24]([CH3:26])[CH3:25])([CH:21]([CH3:23])[CH3:22])[CH:18]([CH3:20])[CH3:19].[B:27](OC(C)C)([O:32]C(C)C)[O:28]C(C)C.Cl. (4) Given the product [Cl:33][C:19]1[C:18]2[C:23](=[CH:24][CH:25]=[C:16]([C:8]([C:5]3[CH:4]=[CH:3][C:2]([Cl:1])=[CH:7][CH:6]=3)([C:10]3[N:14]([CH3:15])[CH:13]=[N:12][CH:11]=3)[OH:9])[CH:17]=2)[N:22]=[C:21]([N:36]([O:37][CH3:38])[CH3:35])[C:20]=1[C:27]1[CH:28]=[CH:29][CH:30]=[CH:31][CH:32]=1, predict the reactants needed to synthesize it. The reactants are: [Cl:1][C:2]1[CH:7]=[CH:6][C:5]([C:8]([C:16]2[CH:17]=[C:18]3[C:23](=[CH:24][CH:25]=2)[N:22]=[C:21](Cl)[C:20]([C:27]2[CH:32]=[CH:31][CH:30]=[CH:29][CH:28]=2)=[C:19]3[Cl:33])([C:10]2[N:14]([CH3:15])[CH:13]=[N:12][CH:11]=2)[OH:9])=[CH:4][CH:3]=1.Cl.[CH3:35][NH:36][O:37][CH3:38].CN(C)C=O. (5) Given the product [C:27]([C:31]1[N:32]=[C:33]([N:40]2[CH2:44][CH2:43][C@H:42]([OH:45])[CH2:41]2)[C:34]2[C:35](=[N:37][N:38]([CH2:1][C:5]3[N:12]([CH3:14])[N:11]=[C:9]([CH3:8])[N:10]=3)[N:39]=2)[N:36]=1)([CH3:29])([CH3:28])[CH3:30], predict the reactants needed to synthesize it. The reactants are: [C:1]([C:5]1N=C(N2CC[C@H](O)C2)[C:8]2[C:9](=[N:11][N:12]([CH2:14]C3C(C)=NON=3)N=2)[N:10]=1)(C)(C)C.[C:27]([C:31]1[N:32]=[C:33]([N:40]2[CH2:44][CH2:43][C@H:42]([O:45]C(=O)C(F)(F)F)[CH2:41]2)[C:34]2[N:39]=[N:38][NH:37][C:35]=2[N:36]=1)([CH3:30])([CH3:29])[CH3:28].ClCC1N(C)N=C(C)N=1. (6) Given the product [Cl:1][C:2]1[NH:10][C:9]2[C:8](=[O:11])[N:7]([CH2:12][CH2:13][CH2:14][CH2:15][C:16]3[O:18][N:40]=[C:39]([C:41]4[CH:46]=[CH:45][C:44]([OH:47])=[CH:43][CH:42]=4)[N:38]=3)[C:6](=[O:19])[N:5]([CH2:20][CH2:21][CH2:22][CH2:23][CH3:24])[C:4]=2[N:3]=1, predict the reactants needed to synthesize it. The reactants are: [Cl:1][C:2]1[NH:10][C:9]2[C:8](=[O:11])[N:7]([CH2:12][CH2:13][CH2:14][CH2:15][C:16]([OH:18])=O)[C:6](=[O:19])[N:5]([CH2:20][CH2:21][CH2:22][CH2:23][CH3:24])[C:4]=2[N:3]=1.C1N=CN(C(N2C=NC=C2)=O)C=1.O[NH:38][C:39]([C:41]1[CH:46]=[CH:45][C:44]([OH:47])=[CH:43][CH:42]=1)=[NH:40].